From a dataset of Reaction yield outcomes from USPTO patents with 853,638 reactions. Predict the reaction yield, written as a fraction of the theoretical maximum amount of product (1.0 means a 100% yield; for example, 0.34 means a 34% yield). (1) The reactants are [CH3:1][C:2]1[C:7]([NH:8][C:9]([C:11]2[CH:12]=[CH:13][C:14]3[C@:20]4([CH2:28][C:29]5[CH:34]=[CH:33][CH:32]=[CH:31][CH:30]=5)[CH2:21][CH2:22][C@@:23]([CH2:26][CH3:27])([OH:25])[CH2:24][C@@H:19]4[CH2:18][CH2:17][CH2:16][C:15]=3[CH:35]=2)=[O:10])=[CH:6][CH:5]=[CH:4][N:3]=1.[CH3:36]OC(C1C=CC2[C@]3(CC4C=CC=CC=4)CC[C@@](CC)(O)C[C@@H]3CCCC=2C=1)=O.CC1C(N)=CC=CN=1.[H-].[Na+].IC.[NH4+].[Cl-]. The catalyst is CN(C=O)C.O. The product is [CH3:36][N:8]([C:7]1[C:2]([CH3:1])=[N:3][CH:4]=[CH:5][CH:6]=1)[C:9]([C:11]1[CH:12]=[CH:13][C:14]2[C@:20]3([CH2:28][C:29]4[CH:30]=[CH:31][CH:32]=[CH:33][CH:34]=4)[CH2:21][CH2:22][C@@:23]([CH2:26][CH3:27])([OH:25])[CH2:24][C@@H:19]3[CH2:18][CH2:17][CH2:16][C:15]=2[CH:35]=1)=[O:10]. The yield is 0.640. (2) The catalyst is C(O)C. The reactants are [OH:1]/[N:2]=[C:3](/[C:32]1[CH:37]=[CH:36][C:35](=[O:38])[N:34]([CH3:39])[CH:33]=1)\[CH2:4][C@H:5]([C:13]1[CH:18]=[CH:17][C:16]([CH:19]2[CH2:24][CH2:23][N:22](C(OC(C)(C)C)=O)[CH2:21][CH2:20]2)=[CH:15][CH:14]=1)[C:6]1[CH:11]=[CH:10][CH:9]=[CH:8][C:7]=1[CH3:12].Cl.O1CCOCC1.C(=O)([O-])O.[Na+]. The yield is 0.410. The product is [OH:1]/[N:2]=[C:3](/[C:32]1[CH:37]=[CH:36][C:35](=[O:38])[N:34]([CH3:39])[CH:33]=1)\[CH2:4][C@H:5]([C:13]1[CH:18]=[CH:17][C:16]([CH:19]2[CH2:20][CH2:21][NH:22][CH2:23][CH2:24]2)=[CH:15][CH:14]=1)[C:6]1[CH:11]=[CH:10][CH:9]=[CH:8][C:7]=1[CH3:12]. (3) The reactants are [Br:1][C:2]1[CH:7]=[CH:6][C:5]([NH:8][C:9]2[C:10]([CH:20]([OH:26])[CH2:21][O:22][CH2:23][O:24][CH3:25])=[CH:11][C:12]3[N:16]([CH3:17])[CH:15]=[N:14][C:13]=3[C:18]=2[F:19])=[C:4]([Cl:27])[CH:3]=1.CC(OI1(OC(C)=O)(OC(C)=O)OC(=O)C2C=CC=CC1=2)=O.C([O-])(O)=O.[Na+].O.O.O.O.O.S([O-])([O-])(=O)=S.[Na+].[Na+]. The catalyst is C(Cl)Cl.CCOCC.CCOC(C)=O. The product is [Br:1][C:2]1[CH:7]=[CH:6][C:5]([NH:8][C:9]2[C:10]([C:20](=[O:26])[CH2:21][O:22][CH2:23][O:24][CH3:25])=[CH:11][C:12]3[N:16]([CH3:17])[CH:15]=[N:14][C:13]=3[C:18]=2[F:19])=[C:4]([Cl:27])[CH:3]=1. The yield is 0.710. (4) The reactants are [CH2:1]([O:3][C:4]1[C:9]([C:10]([F:13])([F:12])[F:11])=[CH:8][C:7]([N+:14]([O-])=O)=[CH:6][N:5]=1)[CH3:2].O.O.[Sn](Cl)Cl.C([O-])(O)=O.[Na+]. The product is [CH2:1]([O:3][C:4]1[N:5]=[CH:6][C:7]([NH2:14])=[CH:8][C:9]=1[C:10]([F:13])([F:11])[F:12])[CH3:2]. The catalyst is CC(=O)OCC. The yield is 0.611.